Dataset: Peptide-MHC class I binding affinity with 185,985 pairs from IEDB/IMGT. Task: Regression. Given a peptide amino acid sequence and an MHC pseudo amino acid sequence, predict their binding affinity value. This is MHC class I binding data. (1) The peptide sequence is RINEGWPAY. The MHC is HLA-A03:01 with pseudo-sequence HLA-A03:01. The binding affinity (normalized) is 0.652. (2) The peptide sequence is KIRPTRSVY. The MHC is HLA-A30:01 with pseudo-sequence HLA-A30:01. The binding affinity (normalized) is 0.817. (3) The peptide sequence is LMGAEADAL. The MHC is HLA-E01:03 with pseudo-sequence HLA-E01:03. The binding affinity (normalized) is 0. (4) The peptide sequence is HLTWSHAGY. The MHC is HLA-A68:02 with pseudo-sequence HLA-A68:02. The binding affinity (normalized) is 0.0847. (5) The peptide sequence is ILFDRLPIA. The MHC is HLA-C04:01 with pseudo-sequence HLA-C04:01. The binding affinity (normalized) is 0.213. (6) The peptide sequence is YNYPDMAHM. The MHC is H-2-Db with pseudo-sequence H-2-Db. The binding affinity (normalized) is 0.00610. (7) The peptide sequence is YLINPNILY. The MHC is HLA-A31:01 with pseudo-sequence HLA-A31:01. The binding affinity (normalized) is 0.